The task is: Predict the reactants needed to synthesize the given product.. This data is from Full USPTO retrosynthesis dataset with 1.9M reactions from patents (1976-2016). (1) The reactants are: [C:1]([O:5][C@@H:6]([C:10]1[C:28]([CH3:29])=[CH:27][C:13]2[N:14]=[C:15]([N:17]3[CH2:26][CH2:25]C4N=CC=CC=4C3)[S:16][C:12]=2[C:11]=1[C:30]1[CH:35]=[CH:34][C:33]([Cl:36])=[CH:32][CH:31]=1)[C:7]([OH:9])=[O:8])([CH3:4])([CH3:3])[CH3:2].Cl.[F:38][C:39]([F:50])([F:49])[C:40]1[N:44]2CCN[CH2:48][C:43]2=[N:42][N:41]=1. Given the product [C:1]([O:5][C@@H:6]([C:10]1[C:28]([CH3:29])=[CH:27][C:13]2[N:14]=[C:15]([N:17]3[CH2:48][CH2:43][N:44]4[C:40]([C:39]([F:50])([F:49])[F:38])=[N:41][N:42]=[C:25]4[CH2:26]3)[S:16][C:12]=2[C:11]=1[C:30]1[CH:31]=[CH:32][C:33]([Cl:36])=[CH:34][CH:35]=1)[C:7]([OH:9])=[O:8])([CH3:3])([CH3:4])[CH3:2], predict the reactants needed to synthesize it. (2) Given the product [ClH:30].[F:1][C:2]1[CH:3]=[CH:4][C:5]([CH2:8][O:9][C:10]2[CH:15]=[N:14][N:13]([C:16]3[CH:21]=[CH:20][C:19]4[C:22]5[CH2:23][NH:24][CH2:25][CH2:26][C:27]=5[O:28][C:18]=4[CH:17]=3)[C:12](=[O:29])[CH:11]=2)=[N:6][CH:7]=1, predict the reactants needed to synthesize it. The reactants are: [F:1][C:2]1[CH:3]=[CH:4][C:5]([CH2:8][O:9][C:10]2[CH:15]=[N:14][N:13]([C:16]3[CH:21]=[CH:20][C:19]4[C:22]5[CH2:23][NH:24][CH2:25][CH2:26][C:27]=5[O:28][C:18]=4[CH:17]=3)[C:12](=[O:29])[CH:11]=2)=[N:6][CH:7]=1.[ClH:30].CCOCC. (3) Given the product [CH2:1]([C:4]1([OH:14])[CH2:13][CH2:12][CH2:11][C:6](=[O:7])[CH2:5]1)[CH:2]=[CH2:3], predict the reactants needed to synthesize it. The reactants are: [CH2:1]([C:4]1([OH:14])[CH2:13][CH2:12][CH2:11][C:6]2(OCC[O:7]2)[CH2:5]1)[CH:2]=[CH2:3].S(=O)(=O)(O)O.